This data is from NCI-60 drug combinations with 297,098 pairs across 59 cell lines. The task is: Regression. Given two drug SMILES strings and cell line genomic features, predict the synergy score measuring deviation from expected non-interaction effect. (1) Cell line: NCI-H522. Synergy scores: CSS=26.8, Synergy_ZIP=-6.64, Synergy_Bliss=0.721, Synergy_Loewe=-2.17, Synergy_HSA=0.645. Drug 2: CCCS(=O)(=O)NC1=C(C(=C(C=C1)F)C(=O)C2=CNC3=C2C=C(C=N3)C4=CC=C(C=C4)Cl)F. Drug 1: C1=C(C(=O)NC(=O)N1)N(CCCl)CCCl. (2) Drug 1: CS(=O)(=O)C1=CC(=C(C=C1)C(=O)NC2=CC(=C(C=C2)Cl)C3=CC=CC=N3)Cl. Drug 2: C1=CC(=CC=C1C#N)C(C2=CC=C(C=C2)C#N)N3C=NC=N3. Cell line: SF-295. Synergy scores: CSS=5.11, Synergy_ZIP=-1.87, Synergy_Bliss=0.597, Synergy_Loewe=1.35, Synergy_HSA=1.43.